Predict the product of the given reaction. From a dataset of Forward reaction prediction with 1.9M reactions from USPTO patents (1976-2016). Given the reactants [Cl:1][C:2]1[CH:3]=[C:4]([F:30])[C:5]([C:24]2[N:28]=[C:27]([CH3:29])[O:26][N:25]=2)=[C:6]([C:8]2[CH:9]=[N:10][C:11]3[CH:12]([NH:17][C:18]([C:20]4([NH2:23])[CH2:22][CH2:21]4)=[O:19])[CH2:13][CH2:14][C:15]=3[CH:16]=2)[CH:7]=1.[N:31]1[CH:36]=[CH:35][C:34]([C:37](O)=[O:38])=[CH:33][N:32]=1, predict the reaction product. The product is: [Cl:1][C:2]1[CH:3]=[C:4]([F:30])[C:5]([C:24]2[N:28]=[C:27]([CH3:29])[O:26][N:25]=2)=[C:6]([C:8]2[CH:9]=[N:10][C:11]3[CH:12]([NH:17][C:18]([C:20]4([NH:23][C:37]([C:34]5[CH:35]=[CH:36][N:31]=[N:32][CH:33]=5)=[O:38])[CH2:22][CH2:21]4)=[O:19])[CH2:13][CH2:14][C:15]=3[CH:16]=2)[CH:7]=1.